This data is from Forward reaction prediction with 1.9M reactions from USPTO patents (1976-2016). The task is: Predict the product of the given reaction. (1) Given the reactants [NH2:1][C:2]1[CH:20]=[CH:19][CH:18]=[CH:17][C:3]=1[C:4]([NH:6][CH2:7][CH2:8][CH2:9][CH2:10][CH2:11][CH2:12][CH2:13][C:14]([OH:16])=[O:15])=[O:5].C[Si](Cl)(C)C.C(N(CC)CC)C.C([O:36][C:37]1[C:38](=[CH:42][CH:43]=[CH:44][CH:45]=1)[C:39](Cl)=[O:40])(=O)C.[OH-].[Na+].Cl, predict the reaction product. The product is: [OH:36][C:37]1[CH:45]=[CH:44][CH:43]=[CH:42][C:38]=1[C:39]([NH:1][C:2]1[CH:20]=[CH:19][CH:18]=[CH:17][C:3]=1[C:4]([NH:6][CH2:7][CH2:8][CH2:9][CH2:10][CH2:11][CH2:12][CH2:13][C:14]([OH:16])=[O:15])=[O:5])=[O:40]. (2) Given the reactants [N+:1]([C:4]1[CH:13]=[CH:12][CH:11]=[C:10]2[C:5]=1[CH:6]=[CH:7]O[C:9]2=[O:14])([O-:3])=[O:2].[CH2:15]([CH2:17][NH2:18])[OH:16].CCN(CC)CC, predict the reaction product. The product is: [OH:16][CH2:15][CH2:17][N:18]1[CH:7]=[CH:6][C:5]2[C:10](=[CH:11][CH:12]=[CH:13][C:4]=2[N+:1]([O-:3])=[O:2])[C:9]1=[O:14]. (3) Given the reactants [Cl:1][C:2]1[CH:7]=[CH:6][CH:5]=[CH:4][C:3]=1[C:8]1[N:9]([C:21]2[CH:26]=[CH:25][C:24]([N+:27]([O-:29])=[O:28])=[CH:23][CH:22]=2)[C:10]([CH3:20])=[C:11]([C:13]([O:15]C(C)(C)C)=[O:14])[N:12]=1.FC(F)(F)C(O)=O, predict the reaction product. The product is: [Cl:1][C:2]1[CH:7]=[CH:6][CH:5]=[CH:4][C:3]=1[C:8]1[N:9]([C:21]2[CH:26]=[CH:25][C:24]([N+:27]([O-:29])=[O:28])=[CH:23][CH:22]=2)[C:10]([CH3:20])=[C:11]([C:13]([OH:15])=[O:14])[N:12]=1. (4) The product is: [C:28]([C:27]1[CH:26]=[C:25]([C:23](=[O:24])[CH2:22][C:21]([NH:1][C:2]2[CH:3]=[C:4]([N:11]3[CH:15]=[CH:14][C:13]([CH2:16][OH:17])=[CH:12]3)[CH:5]=[CH:6][C:7]=2[N+:8]([O-:10])=[O:9])=[O:20])[CH:32]=[CH:31][CH:30]=1)#[N:29]. Given the reactants [NH2:1][C:2]1[CH:3]=[C:4]([N:11]2[CH:15]=[CH:14][C:13]([CH2:16][OH:17])=[CH:12]2)[CH:5]=[CH:6][C:7]=1[N+:8]([O-:10])=[O:9].CC1(C)[O:24][C:23]([C:25]2[CH:26]=[C:27]([CH:30]=[CH:31][CH:32]=2)[C:28]#[N:29])=[CH:22][C:21](=O)[O:20]1, predict the reaction product. (5) Given the reactants C(OC([N:8]1[CH2:13][CH2:12][CH:11]([CH2:14][O:15][C:16]2[CH:17]=[C:18]3[C:23](=[CH:24][C:25]=2[O:26][CH3:27])[N:22]=[CH:21][N:20]=[C:19]3[O:28][C:29]2[C:30]([F:38])=[C:31]3[C:35](=[CH:36][CH:37]=2)[NH:34][CH:33]=[CH:32]3)[CH2:10][CH2:9]1)=O)(C)(C)C.Cl, predict the reaction product. The product is: [F:38][C:30]1[C:29]([O:28][C:19]2[C:18]3[C:23](=[CH:24][C:25]([O:26][CH3:27])=[C:16]([O:15][CH2:14][CH:11]4[CH2:12][CH2:13][NH:8][CH2:9][CH2:10]4)[CH:17]=3)[N:22]=[CH:21][N:20]=2)=[CH:37][CH:36]=[C:35]2[C:31]=1[CH:32]=[CH:33][NH:34]2. (6) Given the reactants CC1C=CC(S([O:11][CH2:12][C:13]2[CH:18]=[CH:17][CH:16]=[C:15]([CH2:19]O)[N:14]=2)(=O)=O)=CC=1.[N-:21]=[N+:22]=[N-:23].[Na+], predict the reaction product. The product is: [N:21]([CH2:19][C:15]1[N:14]=[C:13]([CH2:12][OH:11])[CH:18]=[CH:17][CH:16]=1)=[N+:22]=[N-:23]. (7) Given the reactants [CH2:1]([C@@H:8]1[CH2:12][O:11][C:10](=[O:13])[N:9]1[C:14](=[O:24])/[CH:15]=[CH:16]/[C:17]1[CH:22]=[CH:21][C:20]([F:23])=[CH:19][N:18]=1)[C:2]1[CH:7]=[CH:6][CH:5]=[CH:4][CH:3]=1.CO[CH2:27][N:28]([CH2:34][C:35]1[CH:40]=[CH:39][CH:38]=[CH:37][CH:36]=1)[CH2:29][Si](C)(C)C.FC(F)(F)C(O)=O, predict the reaction product. The product is: [CH2:1]([C@@H:8]1[CH2:12][O:11][C:10](=[O:13])[N:9]1[C:14]([C@H:15]1[C@H:16]([C:17]2[CH:22]=[CH:21][C:20]([F:23])=[CH:19][N:18]=2)[CH2:29][N:28]([CH2:34][C:35]2[CH:40]=[CH:39][CH:38]=[CH:37][CH:36]=2)[CH2:27]1)=[O:24])[C:2]1[CH:7]=[CH:6][CH:5]=[CH:4][CH:3]=1.[CH2:1]([C@@H:8]1[CH2:12][O:11][C:10](=[O:13])[N:9]1[C:14]([C@@H:15]1[C@@H:16]([C:17]2[CH:22]=[CH:21][C:20]([F:23])=[CH:19][N:18]=2)[CH2:29][N:28]([CH2:34][C:35]2[CH:40]=[CH:39][CH:38]=[CH:37][CH:36]=2)[CH2:27]1)=[O:24])[C:2]1[CH:7]=[CH:6][CH:5]=[CH:4][CH:3]=1. (8) Given the reactants [CH:1]([C:3]1[CH:4]=[C:5]2[C:9](=[CH:10][CH:11]=1)[NH:8][CH:7]=[CH:6]2)=O.[Cl:12][C:13]1[CH:18]=[CH:17][C:16]([S:19]([CH2:22][C:23]#[N:24])(=[O:21])=[O:20])=[CH:15][CH:14]=1, predict the reaction product. The product is: [Cl:12][C:13]1[CH:14]=[CH:15][C:16]([S:19]([C:22](=[CH:1][C:3]2[CH:4]=[C:5]3[C:9](=[CH:10][CH:11]=2)[NH:8][CH:7]=[CH:6]3)[C:23]#[N:24])(=[O:20])=[O:21])=[CH:17][CH:18]=1. (9) Given the reactants C([O:3][C:4]([C:6]1[CH:10]=[CH:9][N:8]([C:11]2[CH:16]=[CH:15][C:14]([F:17])=[CH:13][N:12]=2)[N:7]=1)=O)C.C1(C)C=CC=CC=1.C(C(C(C([O-])=O)O)O)([O-])=O.[Na+].[K+], predict the reaction product. The product is: [F:17][C:14]1[CH:15]=[CH:16][C:11]([N:8]2[CH:9]=[CH:10][C:6]([CH2:4][OH:3])=[N:7]2)=[N:12][CH:13]=1.